From a dataset of Peptide-MHC class I binding affinity with 185,985 pairs from IEDB/IMGT. Regression. Given a peptide amino acid sequence and an MHC pseudo amino acid sequence, predict their binding affinity value. This is MHC class I binding data. (1) The peptide sequence is SLVENNFFT. The MHC is H-2-Kb with pseudo-sequence H-2-Kb. The binding affinity (normalized) is 0.0965. (2) The peptide sequence is KRMMMNLNY. The MHC is HLA-B48:01 with pseudo-sequence HLA-B48:01. The binding affinity (normalized) is 0.0847. (3) The peptide sequence is GDYKLVEI. The MHC is Mamu-B08 with pseudo-sequence Mamu-B08. The binding affinity (normalized) is 0. (4) The peptide sequence is FATCGLFAL. The MHC is HLA-B35:01 with pseudo-sequence HLA-B35:01. The binding affinity (normalized) is 0.390.